Dataset: Full USPTO retrosynthesis dataset with 1.9M reactions from patents (1976-2016). Task: Predict the reactants needed to synthesize the given product. (1) Given the product [O:27]1[CH2:28][CH2:29][CH:25]([NH:24][C:3]([C:5]2[NH:6][N:7]=[C:8]([O:10][CH2:11][C:12]3[C:13]([C:18]4[CH:19]=[CH:20][CH:21]=[CH:22][CH:23]=4)=[N:14][O:15][C:16]=3[CH3:17])[CH:9]=2)=[O:4])[CH2:26]1, predict the reactants needed to synthesize it. The reactants are: CO[C:3]([C:5]1[NH:6][N:7]=[C:8]([O:10][CH2:11][C:12]2[C:13]([C:18]3[CH:23]=[CH:22][CH:21]=[CH:20][CH:19]=3)=[N:14][O:15][C:16]=2[CH3:17])[CH:9]=1)=[O:4].[NH2:24][CH:25]1[CH2:29][CH2:28][O:27][CH2:26]1. (2) Given the product [CH2:25]([NH:32][C:4]1[CH:3]=[C:2]([Br:1])[CH:7]=[CH:6][C:5]=1[S:8]([C:11]([F:14])([F:13])[F:12])(=[O:10])=[O:9])[C:26]1[CH:31]=[CH:30][CH:29]=[CH:28][CH:27]=1, predict the reactants needed to synthesize it. The reactants are: [Br:1][C:2]1[CH:7]=[CH:6][C:5]([S:8]([C:11]([F:14])([F:13])[F:12])(=[O:10])=[O:9])=[C:4](F)[CH:3]=1.C(N(C(C)C)CC)(C)C.[CH2:25]([NH2:32])[C:26]1[CH:31]=[CH:30][CH:29]=[CH:28][CH:27]=1.O. (3) Given the product [NH2:36][C@H:27]([C:26]([OH:31])=[O:25])[CH2:28][CH2:29][CH2:30][CH2:32][NH2:52], predict the reactants needed to synthesize it. The reactants are: C[C@@H]1O[C@@H](O[C@H]2[C@H](O)[C@@H](O)[C@H](NC(N)=N)[C@@H](O)[C@@H]2NC(N)=N)[C@H]([O:25][C@@H:26]2[O:31][C@@H:30]([CH2:32]O)[C@H:29](O)[C@@H:28](O)[C@@H:27]2[NH:36]C)[C@@]1(O)C=O.CC(N)C([NH2:52])CCCCCC(O)=O.C1[C@H](N)[C@@H](O[C@H]2O[C@H](CN)[C@@H](O)[C@H](O)[C@H]2O)[C@H](O)[C@@H](O[C@H]2O[C@H](CO)[C@@H](O)[C@H](N)[C@H]2O)[C@@H]1N.